The task is: Predict the reactants needed to synthesize the given product.. This data is from Full USPTO retrosynthesis dataset with 1.9M reactions from patents (1976-2016). (1) The reactants are: [CH2:1]([O:3][C:4]([C:6]1[O:7][C:8]2[CH:15]=[CH:14][CH:13]=[C:12]([OH:16])[C:9]=2[C:10]=1[CH3:11])=[O:5])[CH3:2].IC.[C:19]([O-])([O-])=O.[K+].[K+].CN(C=O)C. Given the product [CH2:1]([O:3][C:4]([C:6]1[O:7][C:8]2[CH:15]=[CH:14][CH:13]=[C:12]([O:16][CH3:19])[C:9]=2[C:10]=1[CH3:11])=[O:5])[CH3:2], predict the reactants needed to synthesize it. (2) Given the product [C:12]([C:14]1[CH:19]=[C:18]([C:2]2[CH:11]=[CH:10][C:5]([C:6]([O:8][CH3:9])=[O:7])=[CH:4][N:3]=2)[CH:17]=[CH:16][CH:15]=1)#[N:13], predict the reactants needed to synthesize it. The reactants are: Cl[C:2]1[CH:11]=[CH:10][C:5]([C:6]([O:8][CH3:9])=[O:7])=[CH:4][N:3]=1.[C:12]([C:14]1[CH:15]=[C:16](B(O)O)[CH:17]=[CH:18][CH:19]=1)#[N:13].C(=O)([O-])[O-].[K+].[K+]. (3) Given the product [F:1][C:2]1[CH:7]=[CH:6][C:5]([CH2:8][C:9]2[CH:18]=[C:17]3[C:12]([C:13]([OH:26])=[C:14]([C:21]([NH:35][CH2:34][CH2:33][C:29]4[N:28]([CH3:27])[CH:32]=[CH:31][CH:30]=4)=[O:23])[C:15](=[O:20])[N:16]3[CH3:19])=[N:11][CH:10]=2)=[CH:4][CH:3]=1, predict the reactants needed to synthesize it. The reactants are: [F:1][C:2]1[CH:7]=[CH:6][C:5]([CH2:8][C:9]2[CH:18]=[C:17]3[C:12]([C:13]([OH:26])=[C:14]([C:21]([O:23]CC)=O)[C:15](=[O:20])[N:16]3[CH3:19])=[N:11][CH:10]=2)=[CH:4][CH:3]=1.[CH3:27][N:28]1[CH:32]=[CH:31][CH:30]=[C:29]1[CH2:33][CH2:34][NH2:35]. (4) The reactants are: [CH2:24]([C:21]1[N:20]=C2N(C(CC)CC)N=C(C)C2=N[C:22]=1C1C(N(C)C)=[N:20][C:21]([CH:24]([CH3:26])C)=[CH:22]C=1)[CH3:26].[CH2:30]([C:32]1[N:37]=[C:36]2[N:38]([CH:42]([CH2:49][O:50][CH3:51])[CH2:43]OS(C)(=O)=O)[N:39]=[C:40]([CH3:41])[C:35]2=[N:34][C:33]=1[C:52]1[C:53]([O:61][CH3:62])=[N:54][C:55]([CH:58]([CH3:60])[CH3:59])=[CH:56][CH:57]=1)[CH3:31].C1(N)CCC1. Given the product [CH:21]1([NH:20][CH2:43][CH:42]([N:38]2[C:36]3=[N:37][C:32]([CH2:30][CH3:31])=[C:33]([C:52]4[C:53]([O:61][CH3:62])=[N:54][C:55]([CH:58]([CH3:60])[CH3:59])=[CH:56][CH:57]=4)[N:34]=[C:35]3[C:40]([CH3:41])=[N:39]2)[CH2:49][O:50][CH3:51])[CH2:22][CH2:26][CH2:24]1, predict the reactants needed to synthesize it. (5) Given the product [CH:1]([N:4]1[CH2:9][CH2:8][CH:7]([N:10]([C:26]([NH:25][CH2:28][CH2:29][CH3:30])=[O:27])[S:11]([CH2:14][CH2:15][NH:16][C:17]([C:19]2[S:20][C:21]([Cl:24])=[CH:22][CH:23]=2)=[O:18])(=[O:12])=[O:13])[CH2:6][CH2:5]1)([CH3:3])[CH3:2], predict the reactants needed to synthesize it. The reactants are: [CH:1]([N:4]1[CH2:9][CH2:8][CH:7]([NH:10][S:11]([CH2:14][CH2:15][NH:16][C:17]([C:19]2[S:20][C:21]([Cl:24])=[CH:22][CH:23]=2)=[O:18])(=[O:13])=[O:12])[CH2:6][CH2:5]1)([CH3:3])[CH3:2].[N:25]([CH2:28][CH2:29][CH3:30])=[C:26]=[O:27]. (6) Given the product [CH2:1]([O:3][C:4]([C:6]1[N:7]([CH2:12][CH2:13][O:14][CH:15]2[CH2:20][CH2:19][CH2:18][CH2:17][O:16]2)[N:8]=[CH:9][CH:10]=1)=[O:5])[CH3:2], predict the reactants needed to synthesize it. The reactants are: [CH2:1]([O:3][C:4]([C:6]1[CH:10]=[CH:9][NH:8][N:7]=1)=[O:5])[CH3:2].Br[CH2:12][CH2:13][O:14][CH:15]1[CH2:20][CH2:19][CH2:18][CH2:17][O:16]1.C(=O)([O-])[O-].[K+].[K+].[I-].[Li+].